Dataset: Full USPTO retrosynthesis dataset with 1.9M reactions from patents (1976-2016). Task: Predict the reactants needed to synthesize the given product. (1) The reactants are: [CH3:1][N:2]1[CH:6]=[C:5]([C:7](O)=[O:8])[C:4]([C:10]([F:13])([F:12])[F:11])=[N:3]1.O1CCCC1.S(Cl)(Cl)=O.[NH2:23][C:24]1[CH:25]=[C:26]([CH:43]=[CH:44][C:45]=1[F:46])[O:27][C:28]1[CH:29]=[CH:30][C:31]2[N:32]([N:34]=[C:35]([NH:37][C:38]([CH:40]3[CH2:42][CH2:41]3)=[O:39])[N:36]=2)[CH:33]=1. Given the product [CH:40]1([C:38]([NH:37][C:35]2[N:36]=[C:31]3[CH:30]=[CH:29][C:28]([O:27][C:26]4[CH:43]=[CH:44][C:45]([F:46])=[C:24]([NH:23][C:7]([C:5]5[C:4]([C:10]([F:13])([F:12])[F:11])=[N:3][N:2]([CH3:1])[CH:6]=5)=[O:8])[CH:25]=4)=[CH:33][N:32]3[N:34]=2)=[O:39])[CH2:41][CH2:42]1, predict the reactants needed to synthesize it. (2) Given the product [CH:2]([C:3]1[CH:4]=[C:5]([CH:8]=[CH:9][C:10]=1[O:11][CH:12]([CH3:17])[C:13]([F:16])([F:15])[F:14])[C:6]([OH:20])=[O:26])=[O:24], predict the reactants needed to synthesize it. The reactants are: F[CH:2](F)[C:3]1[CH:4]=[C:5]([CH:8]=[CH:9][C:10]=1[O:11][CH:12]([CH3:17])[C:13]([F:16])([F:15])[F:14])[C:6]#N.S(=O)(=O)(O)[OH:20].[OH-:24].[Na+].[OH2:26]. (3) Given the product [C:8]([C:6]1[CH:7]=[CH:2][CH:3]=[CH:4][C:5]=1[C:11]([C:12]1[CH:13]=[CH:14][CH:15]=[CH:16][CH:17]=1)=[O:18])#[CH:9], predict the reactants needed to synthesize it. The reactants are: C[C:2]1[C:3](C)=[C:4](O)[C:5]([C:11](=[O:18])[C:12]2[CH:17]=[CH:16][CH:15]=[CH:14][CH:13]=2)=[C:6]([C:8]#[C:9]C)[CH:7]=1.[OH-].[Na+].